Dataset: Forward reaction prediction with 1.9M reactions from USPTO patents (1976-2016). Task: Predict the product of the given reaction. (1) Given the reactants [CH:1]1[CH:9]=[CH:8][C:7]2[CH2:10][CH2:11][N:5]3[C:6]=2[C:2]=1[C@H:3]1[CH2:15][NH:14][CH2:13][CH2:12][C@H:4]13.Cl[CH2:17][CH2:18][CH2:19][C:20]([C:22]1[CH:27]=[CH:26][C:25]([F:28])=[CH:24][CH:23]=1)=[O:21].C(N(CC)CC)C.O1CCOCC1, predict the reaction product. The product is: [CH:1]1[CH:9]=[CH:8][C:7]2[CH2:10][CH2:11][N:5]3[C:6]=2[C:2]=1[C@H:3]1[CH2:15][N:14]([CH2:17][CH2:18][CH2:19][C:20]([C:22]2[CH:23]=[CH:24][C:25]([F:28])=[CH:26][CH:27]=2)=[O:21])[CH2:13][CH2:12][C@H:4]13. (2) Given the reactants [Cl:1][C:2]1[CH:15]=[CH:14][C:5]([O:6][C:7]2[CH:8]=[N:9][C:10]([NH2:13])=[N:11][CH:12]=2)=[CH:4][CH:3]=1.C[Al](C)C.C1(C)C=CC=CC=1.C[O:28][C:29](=O)[CH:30]([NH:34][C:35](=[O:45])[CH2:36][C:37]1[CH:42]=[C:41]([F:43])[CH:40]=[C:39]([F:44])[CH:38]=1)[CH2:31][CH2:32][CH3:33], predict the reaction product. The product is: [Cl:1][C:2]1[CH:15]=[CH:14][C:5]([O:6][C:7]2[CH:12]=[N:11][C:10]([NH:13][C:29](=[O:28])[CH:30]([NH:34][C:35](=[O:45])[CH2:36][C:37]3[CH:38]=[C:39]([F:44])[CH:40]=[C:41]([F:43])[CH:42]=3)[CH2:31][CH2:32][CH3:33])=[N:9][CH:8]=2)=[CH:4][CH:3]=1. (3) Given the reactants [Li]N([Si](C)(C)C)[Si](C)(C)C.C1COCC1.[NH:16]1[CH:20]=[CH:19][N:18]=[C:17]1[C:21]([O:23][CH2:24][CH3:25])=[O:22].[NH2:26]OP(=O)(C1C=CC=CC=1)C1C=CC=CC=1, predict the reaction product. The product is: [NH2:26][N:16]1[CH:20]=[CH:19][N:18]=[C:17]1[C:21]([O:23][CH2:24][CH3:25])=[O:22].